This data is from Cav3 T-type calcium channel HTS with 100,875 compounds. The task is: Binary Classification. Given a drug SMILES string, predict its activity (active/inactive) in a high-throughput screening assay against a specified biological target. (1) The drug is S(=O)(=O)(N1CC(CCC1)C(=O)NCc1cc2OCOc2cc1)c1sccc1. The result is 0 (inactive). (2) The drug is Fc1ccc(C(=O)CCC(OCC(=O)Nc2ccc(N(C(C)C)CC)cc2)=O)cc1. The result is 0 (inactive). (3) The drug is O1C(C(=O)N(CC(=O)N2C(CCCC2C)C)c2c1ccc(C(=O)NC1CCCC1)c2)(C)C. The result is 0 (inactive). (4) The drug is O(CCCCCc1c([nH]nc1C)C)c1c(OCC)cccc1. The result is 1 (active). (5) The molecule is S(=O)(=O)(N1CCC(CC1)C(=O)NCC1OCCC1)c1ccc(cc1)C. The result is 0 (inactive). (6) The molecule is s1c(C(N2CCOCC2)CNC(=O)c2oc3c(c2)cccc3)ccc1. The result is 0 (inactive). (7) The compound is s1cc(C2CC(OC(C(=O)N3CCN(CC3)Cc3cc4OCOc4cc3)=C2)OCCCCO)c2c1cccc2. The result is 0 (inactive). (8) The drug is O1CCC(CC1)(CNC(=O)c1occc1)c1ccc(OC)cc1. The result is 0 (inactive).